This data is from Tyrosyl-DNA phosphodiesterase HTS with 341,365 compounds. The task is: Binary Classification. Given a drug SMILES string, predict its activity (active/inactive) in a high-throughput screening assay against a specified biological target. (1) The result is 0 (inactive). The compound is S(c1n(c(nn1)C1CC1)CC)C(C(=O)Nc1cc2OCCOc2cc1)C. (2) The drug is OC1CC2C(C3C(C4C(C(CC4)C(CCC(O)=O)C)(CC3)C)CC2)(CC1)C. The result is 1 (active). (3) The drug is O1C(CCC1)C(=O)N1CCN(CC1)C(=O)c1noc(c1)C. The result is 0 (inactive). (4) The molecule is S=c1n(c2c([nH]1)cccc2)CCOc1cc(ccc1)C. The result is 0 (inactive). (5) The molecule is Clc1c(NC(=O)NCCCN2CCN(CC2)c2ccc(F)cc2)cccc1. The result is 0 (inactive).